Dataset: Reaction yield outcomes from USPTO patents with 853,638 reactions. Task: Predict the reaction yield, written as a fraction of the theoretical maximum amount of product (1.0 means a 100% yield; for example, 0.34 means a 34% yield). (1) The reactants are O=P(Cl)(Cl)[Cl:3].C[N:7]([CH:9]=O)[CH3:8].[CH2:11]([C:13]1[CH:17]=[C:16]([OH:18])N(C)[N:14]=1)[CH3:12].C([O-])([O-])=O.[K+].[K+]. The catalyst is ClCCl. The product is [Cl:3][C:9]1[N:7]([CH3:8])[N:14]=[C:13]([CH2:11][CH3:12])[C:17]=1[CH:16]=[O:18]. The yield is 0.620. (2) The catalyst is CO.Cl. The product is [Cl:1][C:2]1[CH:3]=[C:4]([C:13]([NH:15][CH2:16][CH:17]2[CH2:22][CH2:21][NH:20][CH2:19][CH2:18]2)=[O:14])[C:5](=[O:12])[N:6]([CH:9]([CH3:10])[CH3:11])[C:7]=1[CH3:8]. The yield is 0.940. The reactants are [Cl:1][C:2]1[CH:3]=[C:4]([C:13]([NH:15][CH2:16][CH:17]2[CH2:22][CH2:21][N:20](C(OC(C)(C)C)=O)[CH2:19][CH2:18]2)=[O:14])[C:5](=[O:12])[N:6]([CH:9]([CH3:11])[CH3:10])[C:7]=1[CH3:8].C(=O)([O-])[O-].[K+].[K+]. (3) The reactants are [CH2:1]([OH:6])[CH2:2][CH2:3][CH2:4][CH3:5].[CH2:7]([C:9]1[CH:14]=[CH:13][CH:12]=[CH:11][CH:10]=1)[CH3:8].C(OOC(C)(C)C)(C)(C)C. No catalyst specified. The product is [C:9]1([CH:7]([CH3:8])[O:6][CH2:1][CH2:2][CH2:3][CH2:4][CH3:5])[CH:14]=[CH:13][CH:12]=[CH:11][CH:10]=1. The yield is 0.480. (4) The reactants are [C:1]1([CH2:7][NH:8][CH:9]2[CH2:14][CH2:13][CH2:12][NH:11][CH2:10]2)[CH:6]=[CH:5][CH:4]=[CH:3][CH:2]=1.[O:15]=[C:16](Cl)OC(Cl)(Cl)Cl. The catalyst is C1(C)C=CC=CC=1. The product is [C:1]1([CH2:7][N:8]2[C:16](=[O:15])[N:11]3[CH2:10][CH:9]2[CH2:14][CH2:13][CH2:12]3)[CH:2]=[CH:3][CH:4]=[CH:5][CH:6]=1. The yield is 0.300. (5) The reactants are [CH2:1]([O:8][C:9](=[O:19])[NH:10][C:11]1[CH:16]=[CH:15][C:14]([F:17])=[CH:13][C:12]=1[F:18])[C:2]1[CH:7]=[CH:6][CH:5]=[CH:4][CH:3]=1.[O:20]1CCC[CH2:21]1.C([Li])CCC.CN(C)C=O. The catalyst is O. The product is [CH2:1]([O:8][C:9](=[O:19])[NH:10][C:11]1[CH:16]=[CH:15][C:14]([F:17])=[C:13]([CH:21]=[O:20])[C:12]=1[F:18])[C:2]1[CH:3]=[CH:4][CH:5]=[CH:6][CH:7]=1. The yield is 0.710. (6) The reactants are [CH2:1]([O:8][C:9]1([C:12]2[CH:17]=[CH:16][C:15]([C:18]#[C:19][C:20]3[CH:30]=[CH:29][C:23]([C:24]([O:26]CC)=[O:25])=[CH:22][CH:21]=3)=[CH:14][CH:13]=2)[CH2:11][CH2:10]1)[C:2]1[CH:7]=[CH:6][CH:5]=[CH:4][CH:3]=1.[OH-].[Na+]. The catalyst is C(O)C.O1CCCC1. The product is [CH2:1]([O:8][C:9]1([C:12]2[CH:17]=[CH:16][C:15]([C:18]#[C:19][C:20]3[CH:21]=[CH:22][C:23]([C:24]([OH:26])=[O:25])=[CH:29][CH:30]=3)=[CH:14][CH:13]=2)[CH2:10][CH2:11]1)[C:2]1[CH:7]=[CH:6][CH:5]=[CH:4][CH:3]=1. The yield is 0.890. (7) The reactants are [NH:1]([C:3]([C:5]1[CH:10]=[CH:9][C:8]([CH2:11][N:12]([CH3:20])[C:13](=[O:19])[O:14][C:15]([CH3:18])([CH3:17])[CH3:16])=[CH:7][CH:6]=1)=[O:4])[NH2:2].[NH2:21][C:22]1[C:27]([C:28](O)=[O:29])=C[C:25]([Br:31])=[CH:24][N:23]=1.C([N:34](CC)CC)C.CN(C(ON1N=NC2C=CC=CC1=2)=[N+](C)C)C.[B-](F)(F)(F)F. The catalyst is CN(C=O)C.C(OCC)(=O)C.O. The product is [NH2:21][C:22]1[C:27]([C:28]([NH:2][NH:1][C:3]([C:5]2[CH:6]=[CH:7][C:8]([CH2:11][N:12]([CH3:20])[C:13](=[O:19])[O:14][C:15]([CH3:16])([CH3:17])[CH3:18])=[CH:9][CH:10]=2)=[O:4])=[O:29])=[N:34][C:25]([Br:31])=[CH:24][N:23]=1. The yield is 0.580.